From a dataset of Reaction yield outcomes from USPTO patents with 853,638 reactions. Predict the reaction yield, written as a fraction of the theoretical maximum amount of product (1.0 means a 100% yield; for example, 0.34 means a 34% yield). (1) The reactants are [F:1][C:2]([F:20])([F:19])[C:3]1[CH:8]=[CH:7][C:6]([C@H:9]2[CH2:14][C@@H:13]([C:15]([O:17][CH3:18])=[O:16])[CH2:12][CH2:11][NH:10]2)=[CH:5][CH:4]=1.[F:21][C:22]([F:36])([F:35])[C:23]1[CH:30]=[CH:29][C:28]([C:31]([F:34])([F:33])[F:32])=[CH:27][C:24]=1[CH2:25]Br.[Na+].[I-].C([O-])([O-])=O.[K+].[K+]. The catalyst is CN(C=O)C.CCOC(C)=O.O. The product is [F:21][C:22]([F:35])([F:36])[C:23]1[CH:30]=[CH:29][C:28]([C:31]([F:34])([F:32])[F:33])=[CH:27][C:24]=1[CH2:25][N:10]1[CH2:11][CH2:12][C@H:13]([C:15]([O:17][CH3:18])=[O:16])[CH2:14][C@@H:9]1[C:6]1[CH:5]=[CH:4][C:3]([C:2]([F:19])([F:1])[F:20])=[CH:8][CH:7]=1. The yield is 0.620. (2) The reactants are [CH3:1][O:2][C:3]1[CH:33]=[CH:32][C:6]([C:7]([O:22][CH2:23][C:24]2[CH:25]=[C:26]([CH:29]=[CH:30][CH:31]=2)[CH2:27][NH2:28])([C:16]2[CH:21]=[CH:20][CH:19]=[CH:18][CH:17]=2)[C:8]2[CH:13]=[CH:12][C:11]([O:14][CH3:15])=[CH:10][CH:9]=2)=[CH:5][CH:4]=1.[C:34](N1C=CN=C1)(N1C=CN=C1)=[O:35].[NH2:46][CH2:47][C:48]1[CH:53]=[CH:52][CH:51]=[C:50]([CH2:54][O:55][Si:56]([C:59]([CH3:62])([CH3:61])[CH3:60])([CH3:58])[CH3:57])[N:49]=1. The yield is 0.540. The catalyst is C1COCC1. The product is [CH3:15][O:14][C:11]1[CH:10]=[CH:9][C:8]([C:7]([O:22][CH2:23][C:24]2[CH:25]=[C:26]([CH:29]=[CH:30][CH:31]=2)[CH2:27][NH:28][C:34]([NH:46][CH2:47][C:48]2[CH:53]=[CH:52][CH:51]=[C:50]([CH2:54][O:55][Si:56]([C:59]([CH3:62])([CH3:61])[CH3:60])([CH3:57])[CH3:58])[N:49]=2)=[O:35])([C:16]2[CH:21]=[CH:20][CH:19]=[CH:18][CH:17]=2)[C:6]2[CH:5]=[CH:4][C:3]([O:2][CH3:1])=[CH:33][CH:32]=2)=[CH:13][CH:12]=1.